From a dataset of Forward reaction prediction with 1.9M reactions from USPTO patents (1976-2016). Predict the product of the given reaction. (1) Given the reactants [OH:1][CH:2]1[CH:18]2[CH:9]([CH2:10][CH2:11][C:12]3[C:17]2([CH3:19])[CH2:16][CH2:15][C:14](=[O:20])[CH:13]=3)[CH:8]2[C:4]([CH3:24])([CH:5]([C:21]([OH:23])=[O:22])[CH2:6][CH2:7]2)[CH2:3]1.CO.[Si](C=[N+]=[N-])(C)(C)[CH3:28], predict the reaction product. The product is: [CH3:28][O:22][C:21]([CH:5]1[C:4]2([CH3:24])[CH:8]([CH:9]3[CH:18]([CH:2]([OH:1])[CH2:3]2)[C:17]2([CH3:19])[C:12](=[CH:13][C:14](=[O:20])[CH2:15][CH2:16]2)[CH2:11][CH2:10]3)[CH2:7][CH2:6]1)=[O:23]. (2) Given the reactants [C:1]1([S:7]([O:10][C:11]2[C:20]([Br:21])=[C:19]3[C:14]([CH:15]=[CH:16][C:17]([CH:22]([OH:26])[CH2:23][CH:24]=C)=[N:18]3)=[CH:13][CH:12]=2)(=[O:9])=[O:8])[CH:6]=[CH:5][CH:4]=[CH:3][CH:2]=1.N1C(C)=CC=CC=1C.[OH2:35].C(Cl)Cl, predict the reaction product. The product is: [C:1]1([S:7]([O:10][C:11]2[C:20]([Br:21])=[C:19]3[C:14]([CH:15]=[CH:16][C:17]([CH:22]([OH:26])[CH2:23][CH:24]=[O:35])=[N:18]3)=[CH:13][CH:12]=2)(=[O:8])=[O:9])[CH:2]=[CH:3][CH:4]=[CH:5][CH:6]=1. (3) Given the reactants C([O:3][C:4](=[O:25])[CH2:5][CH2:6][C:7]1[CH:12]=[CH:11][C:10]([S:13][CH2:14][CH2:15][C@H:16]([O:18]S(C)(=O)=O)[CH3:17])=[CH:9][C:8]=1[CH2:23][CH3:24])C.[N:26]1[CH:31]=[CH:30][CH:29]=[N:28][C:27]=1[C:32]1[CH:37]=[C:36]([C:38]([F:41])([F:40])[F:39])[CH:35]=[CH:34][C:33]=1O, predict the reaction product. The product is: [CH2:23]([C:8]1[CH:9]=[C:10]([S:13][CH2:14][CH2:15][C@@H:16]([O:18][C:33]2[CH:34]=[CH:35][C:36]([C:38]([F:39])([F:40])[F:41])=[CH:37][C:32]=2[C:27]2[N:26]=[CH:31][CH:30]=[CH:29][N:28]=2)[CH3:17])[CH:11]=[CH:12][C:7]=1[CH2:6][CH2:5][C:4]([OH:3])=[O:25])[CH3:24].